This data is from Reaction yield outcomes from USPTO patents with 853,638 reactions. The task is: Predict the reaction yield, written as a fraction of the theoretical maximum amount of product (1.0 means a 100% yield; for example, 0.34 means a 34% yield). (1) The reactants are [F:1][C:2]1[CH:8]=[C:7]([O:9][C:10]2[CH:15]=[CH:14][N:13]=[C:12]([N:16](OC)[CH3:17])[CH:11]=2)[CH:6]=[CH:5][C:3]=1[NH2:4]. The catalyst is CO.[Pd]. The product is [NH2:4][C:3]1[CH:5]=[CH:6][C:7]([O:9][C:10]2[CH:15]=[CH:14][N:13]=[C:12]([NH:16][CH3:17])[CH:11]=2)=[CH:8][C:2]=1[F:1]. The yield is 0.680. (2) The reactants are [CH2:1]([O:8][C:9]([NH:11][C@@H:12]([CH:18]([CH3:20])[CH3:19])[CH:13]([OH:17])[C:14]([OH:16])=[O:15])=[O:10])[C:2]1[CH:7]=[CH:6][CH:5]=[CH:4][CH:3]=1.N1C=CC=CC=1.[C:27](OC(=O)C)(=[O:29])[CH3:28]. The catalyst is C(OCC)(=O)C. The product is [CH2:1]([O:8][C:9]([NH:11][C@@H:12]([CH:18]([CH3:20])[CH3:19])[CH:13]([O:17][C:27](=[O:29])[CH3:28])[C:14]([OH:16])=[O:15])=[O:10])[C:2]1[CH:3]=[CH:4][CH:5]=[CH:6][CH:7]=1. The yield is 0.800. (3) The reactants are [CH3:1][CH:2]1[N:7]([CH3:8])[CH2:6][CH2:5][N:4]([C:9]2[CH:19]=[CH:18][C:12]([C:13]([O:15]CC)=O)=[CH:11][CH:10]=2)[CH2:3]1.[CH3:20][O:21][C:22]1[CH:23]=[C:24]([CH2:30][O:31][C:32]2[CH:33]=[C:34]([NH2:37])[NH:35][N:36]=2)[CH:25]=[C:26]([O:28][CH3:29])[CH:27]=1.C[Al](C)C.C1(C)C=CC=CC=1. No catalyst specified. The product is [CH3:29][O:28][C:26]1[CH:25]=[C:24]([CH2:30][O:31][C:32]2[CH:33]=[C:34]([NH:37][C:13](=[O:15])[C:12]3[CH:11]=[CH:10][C:9]([N:4]4[CH2:5][CH2:6][N:7]([CH3:8])[CH:2]([CH3:1])[CH2:3]4)=[CH:19][CH:18]=3)[NH:35][N:36]=2)[CH:23]=[C:22]([O:21][CH3:20])[CH:27]=1. The yield is 0.431. (4) The reactants are [NH2:1][C:2]1[CH:13]=[C:12]([C:14]([F:17])([F:16])[F:15])[CH:11]=[CH:10][C:3]=1[C:4]([N:6]([O:8][CH3:9])[CH3:7])=[O:5].[CH:18](=O)[CH3:19].C(O[BH3-])(=O)C.[Na+]. The catalyst is C(Cl)Cl. The product is [CH2:18]([NH:1][C:2]1[CH:13]=[C:12]([C:14]([F:15])([F:16])[F:17])[CH:11]=[CH:10][C:3]=1[C:4]([N:6]([O:8][CH3:9])[CH3:7])=[O:5])[CH3:19]. The yield is 0.170. (5) The reactants are [CH3:1][C:2]1[CH:3]=[CH:4][C:5]2[O:10][CH2:9][C:8](=[O:11])[NH:7][C:6]=2[CH:12]=1.[H-].[Na+].CS(O[CH2:20][CH2:21][N:22]1[CH2:27][CH2:26][CH:25]([NH:28][C:29]([O:31][C:32]([CH3:35])([CH3:34])[CH3:33])=[O:30])[CH2:24][CH2:23]1)(=O)=O.COC1C=C2C(C=CC(=O)N2CCN2CCC(NC(=O)OC(C)(C)C)CC2)=CC=1. The catalyst is ClCCl.CO. The product is [CH3:1][C:2]1[CH:3]=[CH:4][C:5]2[O:10][CH2:9][C:8](=[O:11])[N:7]([CH2:20][CH2:21][N:22]3[CH2:27][CH2:26][CH:25]([NH:28][C:29](=[O:30])[O:31][C:32]([CH3:35])([CH3:34])[CH3:33])[CH2:24][CH2:23]3)[C:6]=2[CH:12]=1. The yield is 0.660. (6) The reactants are Cl.[NH2:2][C@@H:3]([CH2:8][NH:9][C:10]([O:12][C:13]([CH3:16])([CH3:15])[CH3:14])=[O:11])[C:4]([O:6][CH3:7])=[O:5].Cl[CH2:18][CH2:19][N:20]([CH2:23][CH2:24]Cl)[CH2:21][CH3:22]. The catalyst is C(N(CC)C(C)C)(C)C. The product is [C:13]([O:12][C:10]([NH:9][CH2:8][C@H:3]([N:2]1[CH2:22][CH2:21][N:20]([CH2:23][CH3:24])[CH2:19][CH2:18]1)[C:4]([O:6][CH3:7])=[O:5])=[O:11])([CH3:16])([CH3:15])[CH3:14]. The yield is 0.400.